Predict the product of the given reaction. From a dataset of Forward reaction prediction with 1.9M reactions from USPTO patents (1976-2016). (1) The product is: [C:14]([C:13]1[C:8]([C:6]2[CH:7]=[C:2]([F:1])[CH:3]=[CH:4][C:5]=2[O:29][CH3:30])=[C:9]2[CH:18]=[C:17]([C:42]3[CH2:43][CH:44]4[N:11]([C:31]([O:32][C:6]([CH3:8])([CH3:7])[CH3:5])=[O:34])[CH:10]([CH:41]=3)[CH2:9][CH2:18]4)[NH:16][C:10]2=[N:11][CH:12]=1)#[N:15]. Given the reactants [F:1][C:2]1[CH:3]=[CH:4][C:5]([O:29][CH3:30])=[C:6]([C:8]2[C:13]([C:14]#[N:15])=[CH:12][N:11]=[C:10]3[N:16](S(C4C=CC=CC=4)(=O)=O)[C:17](I)=[CH:18][C:9]=23)[CH:7]=1.[C:31](=[O:34])([O-])[O-:32].[Na+].[Na+].[OH-].[Li+].Cl.O1[CH2:44][CH2:43][CH2:42][CH2:41]1, predict the reaction product. (2) Given the reactants C(OC(=O)[NH:7][CH2:8][CH2:9][CH2:10][CH2:11][C:12]1[CH:17]=[CH:16][C:15]([C:18](=[O:23])[NH:19][CH2:20][CH2:21][OH:22])=[CH:14][CH:13]=1)(C)(C)C.CO.[ClH:27], predict the reaction product. The product is: [ClH:27].[NH2:7][CH2:8][CH2:9][CH2:10][CH2:11][C:12]1[CH:17]=[CH:16][C:15]([C:18]([NH:19][CH2:20][CH2:21][OH:22])=[O:23])=[CH:14][CH:13]=1.